This data is from Experimentally validated miRNA-target interactions with 360,000+ pairs, plus equal number of negative samples. The task is: Binary Classification. Given a miRNA mature sequence and a target amino acid sequence, predict their likelihood of interaction. (1) The miRNA is hsa-miR-4528 with sequence UCAUUAUAUGUAUGAUCUGGAC. The protein sequence of the target gene is MKVVPEKNAVRILWGRERGTRAMGAQRLLQELVEDKTRWMKWEGKRVELPDSPRSTFLLAFSPDRTLLASTHVNHNIYITEVKTGKCVHSLIGHRRTPWCVTFHPTISGLIASGCLDGEVRIWDLHGGSESWFTDSNNAIASLAFHPTAQLLLIATANEIHFWDWSRREPFAVVKTASEMERVRLVRFDPLGHYLLTAIVNPSNQQGDDEPEIPIDGTELSHYRQRALLQSQPVRRTPLLHNFLHMLSSRSSGIQVGEQSTVQDSATPSPPPPPPQPSTERPRTSAYIRLRQRVSYPTTV.... Result: 0 (no interaction). (2) The miRNA is hsa-miR-1343-5p with sequence UGGGGAGCGGCCCCCGGGUGGG. The protein sequence of the target gene is MRTLEDSSGTVLHRLIQEQLRYGNLTETRTLLAIQQQALRGGAGTGGTGSPQASLEILAPEDSQVLQQATRQEPQGQEHQGGENHLAENTLYRLCPQPSKGEELPTYEEAKAHSQYYAAQQAGTRPHAGDRDPRGAPGGSRRQDEALRELRHGHVRSLSERLLQLSLERNGARAPSHMSSSHSFPQLARNQQGPPLRGPPAEGPESRGPPPQYPHVVLAHETTTAVTDPRYRARGSPHFQHAEVRILQAQVPPVFLQQQQQYQYLQQSQEHPPPPHPAALGHGPLSSLSPPAVEGPVSAQ.... Result: 1 (interaction).